This data is from Catalyst prediction with 721,799 reactions and 888 catalyst types from USPTO. The task is: Predict which catalyst facilitates the given reaction. (1) Reactant: [Cl:1][C:2]1[N:7]=[C:6]([Cl:8])[C:5]([CH:9]([CH3:12])[CH2:10][OH:11])=[C:4]([Cl:13])[N:3]=1. Product: [Cl:1][C:2]1[N:3]=[C:4]([Cl:13])[C:5]([CH:9]([CH3:12])[CH:10]=[O:11])=[C:6]([Cl:8])[N:7]=1. The catalyst class is: 2. (2) Reactant: [NH2:1][C:2]1[CH:3]=[CH:4][CH:5]=[C:6]2[C:11]=1[CH:10]=[C:9]([O:12][C:13]1[CH:14]=[CH:15][C:16]3[N:20]=[C:19]([CH2:21][O:22][C:23]4[CH:36]=[CH:35][C:26]([CH2:27][CH:28]5[S:32][C:31](=[O:33])[NH:30][C:29]5=[O:34])=[CH:25][CH:24]=4)[N:18]([CH3:37])[C:17]=3[CH:38]=1)[CH:8]=[CH:7]2.[C:39]1([CH3:49])[CH:44]=[CH:43][C:42]([S:45](Cl)(=[O:47])=[O:46])=[CH:41][CH:40]=1.C(N(CC)CC)C. Product: [O:33]=[C:31]1[NH:30][C:29](=[O:34])[CH:28]([CH2:27][C:26]2[CH:25]=[CH:24][C:23]([O:22][CH2:21][C:19]3[N:18]([CH3:37])[C:17]4[CH:38]=[C:13]([O:12][C:9]5[CH:10]=[C:11]6[C:6]([CH:5]=[CH:4][CH:3]=[C:2]6[NH:1][S:45]([C:42]6[CH:43]=[CH:44][C:39]([CH3:49])=[CH:40][CH:41]=6)(=[O:47])=[O:46])=[CH:7][CH:8]=5)[CH:14]=[CH:15][C:16]=4[N:20]=3)=[CH:36][CH:35]=2)[S:32]1. The catalyst class is: 7. (3) Reactant: [NH:1]([C:28]([O:30][CH2:31][CH:32]1[C:44]2[C:39](=[CH:40][CH:41]=[CH:42][CH:43]=2)[C:38]2[C:33]1=[CH:34][CH:35]=[CH:36][CH:37]=2)=[O:29])[C@H:2]([C:25]([OH:27])=[O:26])[CH2:3][CH2:4][CH2:5][CH2:6][NH:7][C:8]([CH2:10][CH2:11][CH2:12][CH2:13][CH2:14][CH2:15][CH2:16][CH2:17][CH2:18][CH2:19][CH2:20][CH2:21][CH2:22][CH2:23][CH3:24])=[O:9].O[C:46]1[C:54]2N=NN[C:50]=2[CH:49]=[CH:48][CH:47]=1.[CH2:55](N(C(C)C)C(C)C)C. Product: [CH2:55]([O:26][C:25](=[O:27])[C@@H:2]([NH:1][C:28]([O:30][CH2:31][CH:32]1[C:33]2[CH:34]=[CH:35][CH:36]=[CH:37][C:38]=2[C:39]2[C:44]1=[CH:43][CH:42]=[CH:41][CH:40]=2)=[O:29])[CH2:3][CH2:4][CH2:5][CH2:6][NH:7][C:8](=[O:9])[CH2:10][CH2:11][CH2:12][CH2:13][CH2:14][CH2:15][CH2:16][CH2:17][CH2:18][CH2:19][CH2:20][CH2:21][CH2:22][CH2:23][CH3:24])[C:46]1[CH:54]=[CH:50][CH:49]=[CH:48][CH:47]=1. The catalyst class is: 2. (4) Reactant: C(C1C(N)=CC=CC=1B(O)O)(OC(C)(C)C)=O.[Cl-].CC1C=C(C)C=C(C)C=1[N+]1C=CN(C2C(C)=CC(C)=CC=2C)C=1.C(=O)([O-])[O-].[Cs+].[Cs+].C(OC(=O)[NH:54][C:55]1[CH:60]=[CH:59][CH:58]=[CH:57][C:56]=1[C:61]1[CH:66]=[C:65]([NH:67][N:68]=[C:69]([C:71]2[CH:76]=[CH:75][C:74]([CH3:77])=[CH:73][CH:72]=2)[CH3:70])[N:64]=[C:63]([CH3:78])[N:62]=1)(C)(C)C. Product: [CH3:78][C:63]1[N:62]=[C:61]([C:56]2[CH:57]=[CH:58][CH:59]=[CH:60][C:55]=2[NH2:54])[CH:66]=[C:65]([NH:67][N:68]=[C:69]([C:71]2[CH:72]=[CH:73][C:74]([CH3:77])=[CH:75][CH:76]=2)[CH3:70])[N:64]=1. The catalyst class is: 62. (5) Reactant: [O:1]=[C:2]1[C:10](=[O:11])[C:9]2[C:4](=[CH:5][CH:6]=[C:7]([S:12][CH2:13][CH2:14][C:15]3[CH:24]=[CH:23][C:18]([C:19]([O:21]C)=[O:20])=[CH:17][CH:16]=3)[CH:8]=2)[N:3]1[CH2:25][CH2:26][CH2:27][CH2:28][CH2:29][CH2:30][CH3:31].C(=O)([O-])[O-].[K+].[K+]. Product: [O:1]=[C:2]1[C:10](=[O:11])[C:9]2[C:4](=[CH:5][CH:6]=[C:7]([S:12][CH2:13][CH2:14][C:15]3[CH:24]=[CH:23][C:18]([C:19]([OH:21])=[O:20])=[CH:17][CH:16]=3)[CH:8]=2)[N:3]1[CH2:25][CH2:26][CH2:27][CH2:28][CH2:29][CH2:30][CH3:31]. The catalyst class is: 24. (6) Reactant: [Cl:1][C:2]1[CH:3]=[CH:4][C:5]([OH:11])=[C:6](B(O)O)[CH:7]=1.Cl[C:13]1[CH:18]=[CH:17][N:16]=[C:15]([C:19]#[N:20])[CH:14]=1.C(=O)([O-])[O-].[Na+].[Na+].Cl. Product: [Cl:1][C:2]1[CH:3]=[CH:4][C:5]([OH:11])=[C:6]([C:13]2[CH:18]=[CH:17][N:16]=[C:15]([C:19]#[N:20])[CH:14]=2)[CH:7]=1. The catalyst class is: 38. (7) Reactant: [Cl:1][C:2]1[CH:11]=[C:10]([O:12][CH2:13][C:14]2[O:18][C:17]([C:19]3([CH3:25])[CH2:24][CH2:23][CH2:22][CH2:21][CH2:20]3)=[N:16][C:15]=2[CH3:26])[CH:9]=[CH:8][C:3]=1[C:4]([NH:6][OH:7])=[NH:5].N1C=CC=CC=1.[C:33]1([O:39]C(Cl)=O)C=CC=CC=1.N12CCCN=C1CCCCC2. Product: [Cl:1][C:2]1[CH:11]=[C:10]([O:12][CH2:13][C:14]2[O:18][C:17]([C:19]3([CH3:25])[CH2:24][CH2:23][CH2:22][CH2:21][CH2:20]3)=[N:16][C:15]=2[CH3:26])[CH:9]=[CH:8][C:3]=1[C:4]1[NH:5][C:33](=[O:39])[O:7][N:6]=1. The catalyst class is: 545.